This data is from Reaction yield outcomes from USPTO patents with 853,638 reactions. The task is: Predict the reaction yield, written as a fraction of the theoretical maximum amount of product (1.0 means a 100% yield; for example, 0.34 means a 34% yield). (1) The catalyst is CN1CCCC1=O. The reactants are [OH:1][CH:2]1[CH2:7][CH2:6][NH:5][CH2:4][CH2:3]1.Br[C:9]1[CH:14]=[CH:13][C:12]([CH3:15])=[CH:11][N:10]=1.C(N(C(C)C)CC)(C)C.O. The yield is 0.600. The product is [CH3:15][C:12]1[CH:13]=[CH:14][C:9]([N:5]2[CH2:6][CH2:7][CH:2]([OH:1])[CH2:3][CH2:4]2)=[N:10][CH:11]=1. (2) The reactants are [CH3:1][O:2][C:3]1[CH:4]=[C:5]2[C:10](=[CH:11][C:12]=1[OH:13])[N:9]=[CH:8][CH:7]=[C:6]2[O:14][C:15]1[C:16]([C:23]2[CH:28]=[CH:27][C:26]([CH3:29])=[CH:25][N:24]=2)=[N:17][C:18]([CH3:22])=[C:19]([CH3:21])[CH:20]=1.C(=O)([O-])[O-].[K+].[K+].Br[CH2:37][CH2:38][Cl:39]. The catalyst is CN(C)C=O. The product is [Cl:39][CH2:38][CH2:37][O:13][C:12]1[CH:11]=[C:10]2[C:5]([C:6]([O:14][C:15]3[C:16]([C:23]4[CH:28]=[CH:27][C:26]([CH3:29])=[CH:25][N:24]=4)=[N:17][C:18]([CH3:22])=[C:19]([CH3:21])[CH:20]=3)=[CH:7][CH:8]=[N:9]2)=[CH:4][C:3]=1[O:2][CH3:1]. The yield is 1.00.